From a dataset of Retrosynthesis with 50K atom-mapped reactions and 10 reaction types from USPTO. Predict the reactants needed to synthesize the given product. (1) Given the product CCOc1cc([N+](=O)[O-])ccc1C(=O)NNC(=S)NCCCN1CCCCC1, predict the reactants needed to synthesize it. The reactants are: CCOc1cc([N+](=O)[O-])ccc1C(=O)NN.S=C=NCCCN1CCCCC1. (2) Given the product COCCCCC(O)(c1ccccc1Oc1cccc(F)c1)[C@@H]1CCCN(C(=O)OC(C)(C)C)C1, predict the reactants needed to synthesize it. The reactants are: CC(C)(C)OC(=O)N1CCC[C@@H](C(=O)c2ccccc2Oc2cccc(F)c2)C1.COCCCC[Mg+]. (3) Given the product CC(C)(C)OC(=O)N[C@@H](CO)C(=O)OCc1ccccc1, predict the reactants needed to synthesize it. The reactants are: BrCc1ccccc1.CC(C)(C)OC(=O)N[C@@H](CO)C(=O)O. (4) Given the product COC(OC)C(=O)NCc1cc(Cl)c(F)cc1F, predict the reactants needed to synthesize it. The reactants are: COC(=O)C(OC)OC.NCc1cc(Cl)c(F)cc1F. (5) The reactants are: CCCCCCCc1ccc(CNc2ccc(O)c(C(=O)OC)c2)cc1.O=C(Cl)c1cccnc1. Given the product CCCCCCCc1ccc(CN(C(=O)c2cccnc2)c2ccc(O)c(C(=O)OC)c2)cc1, predict the reactants needed to synthesize it. (6) Given the product CN(Cc1cccc(O)c1)C(=O)c1ccc(-c2cccc(N(C)C)c2)s1, predict the reactants needed to synthesize it. The reactants are: CN(C)c1cccc(B(O)O)c1.CN(Cc1cccc(O)c1)C(=O)c1ccc(Br)s1. (7) Given the product CO/C=C(/C(=O)OC)c1ccccc1COc1cccc(CN2CCOCC2)c1, predict the reactants needed to synthesize it. The reactants are: C1COCCN1.CO/C=C(/C(=O)OC)c1ccccc1COc1cccc(C=O)c1. (8) Given the product NCCCOc1c(Cl)cc(OCC=C(Cl)Cl)cc1Cl, predict the reactants needed to synthesize it. The reactants are: O=C1c2ccccc2C(=O)N1CCCOc1c(Cl)cc(OCC=C(Cl)Cl)cc1Cl. (9) Given the product CCOC(=O)c1cc(C(=O)NC)cc(C(=O)OCC)c1, predict the reactants needed to synthesize it. The reactants are: CCOC(=O)c1cc(C(=O)O)cc(C(=O)OCC)c1.CN. (10) Given the product CC(=O)C=Cc1cc(C2CCCCO2)no1, predict the reactants needed to synthesize it. The reactants are: CC(=O)C=P(c1ccccc1)(c1ccccc1)c1ccccc1.O=Cc1cc(C2CCCCO2)no1.